From a dataset of Forward reaction prediction with 1.9M reactions from USPTO patents (1976-2016). Predict the product of the given reaction. Given the reactants [C:1]([Si:5]([CH3:35])([CH3:34])[O:6][CH2:7][CH2:8][N:9]([CH2:21][C:22]1[CH:27]=[CH:26][C:25]([CH:28]=[CH:29][C:30]([O:32]C)=[O:31])=[CH:24][CH:23]=1)[CH2:10][CH2:11][C:12]1[C:20]2[C:15](=[CH:16][CH:17]=[CH:18][CH:19]=2)[NH:14][CH:13]=1)([CH3:4])([CH3:3])[CH3:2].O[Li].O, predict the reaction product. The product is: [C:1]([Si:5]([CH3:35])([CH3:34])[O:6][CH2:7][CH2:8][N:9]([CH2:21][C:22]1[CH:27]=[CH:26][C:25]([CH:28]=[CH:29][C:30]([OH:32])=[O:31])=[CH:24][CH:23]=1)[CH2:10][CH2:11][C:12]1[C:20]2[C:15](=[CH:16][CH:17]=[CH:18][CH:19]=2)[NH:14][CH:13]=1)([CH3:3])([CH3:4])[CH3:2].